This data is from PAMPA (Parallel Artificial Membrane Permeability Assay) permeability data from NCATS. The task is: Regression/Classification. Given a drug SMILES string, predict its absorption, distribution, metabolism, or excretion properties. Task type varies by dataset: regression for continuous measurements (e.g., permeability, clearance, half-life) or binary classification for categorical outcomes (e.g., BBB penetration, CYP inhibition). Dataset: pampa_ncats. The drug is CC1=CC(=NC(=C1)NC(=S)N2CCN(CC2)CC3=CC=C(C=C3)C(F)(F)F)C. The result is 1 (high permeability).